Dataset: Reaction yield outcomes from USPTO patents with 853,638 reactions. Task: Predict the reaction yield, written as a fraction of the theoretical maximum amount of product (1.0 means a 100% yield; for example, 0.34 means a 34% yield). The reactants are [CH3:1][O:2][C:3]1[CH:29]=[CH:28][C:6]([CH2:7][N:8]([C:23]2[S:24][CH:25]=[CH:26][N:27]=2)[S:9]([C:12]2[CH:13]=[CH:14][C:15]3[NH:20][CH2:19][CH:18]([CH3:21])[O:17][C:16]=3[CH:22]=2)(=[O:11])=[O:10])=[CH:5][CH:4]=1.F[C:31]1[CH:38]=[CH:37][C:36]([C:39]([F:42])([F:41])[F:40])=[CH:35][C:32]=1[C:33]#[N:34].C([O-])([O-])=O.[Cs+].[Cs+]. The catalyst is CN(C=O)C. The product is [C:33]([C:32]1[CH:35]=[C:36]([C:39]([F:40])([F:41])[F:42])[CH:37]=[CH:38][C:31]=1[N:20]1[CH2:19][CH:18]([CH3:21])[O:17][C:16]2[CH:22]=[C:12]([S:9]([N:8]([CH2:7][C:6]3[CH:5]=[CH:4][C:3]([O:2][CH3:1])=[CH:29][CH:28]=3)[C:23]3[S:24][CH:25]=[CH:26][N:27]=3)(=[O:11])=[O:10])[CH:13]=[CH:14][C:15]1=2)#[N:34]. The yield is 0.750.